This data is from Full USPTO retrosynthesis dataset with 1.9M reactions from patents (1976-2016). The task is: Predict the reactants needed to synthesize the given product. (1) Given the product [Cl:11][C:9]1[S:10][C:5]2[S:4](=[O:13])(=[O:12])[N:3]=[C:2]([NH:18][C:15]3([CH3:14])[CH2:17][CH2:16]3)[NH:7][C:6]=2[CH:8]=1, predict the reactants needed to synthesize it. The reactants are: Cl[C:2]1[NH:7][C:6]2[CH:8]=[C:9]([Cl:11])[S:10][C:5]=2[S:4](=[O:13])(=[O:12])[N:3]=1.[CH3:14][C:15]1([NH2:18])[CH2:17][CH2:16]1. (2) The reactants are: [I:1][C:2]1[C:10]2[C:5](=[CH:6][CH:7]=[C:8]([C:11]([OH:13])=O)[CH:9]=2)[NH:4][N:3]=1.[CH:14]1([CH:19]([C:21]2[CH:26]=[CH:25][CH:24]=[CH:23][N:22]=2)[NH2:20])[CH2:18][CH2:17][CH2:16][CH2:15]1.CN(C(ON1N=NC2C=CC=CC1=2)=[N+](C)C)C.[B-](F)(F)(F)F.CCN(C(C)C)C(C)C. Given the product [CH:14]1([CH:19]([C:21]2[CH:26]=[CH:25][CH:24]=[CH:23][N:22]=2)[NH:20][C:11]([C:8]2[CH:9]=[C:10]3[C:5](=[CH:6][CH:7]=2)[NH:4][N:3]=[C:2]3[I:1])=[O:13])[CH2:15][CH2:16][CH2:17][CH2:18]1, predict the reactants needed to synthesize it. (3) Given the product [Cl:1][C:2]1[CH:7]=[CH:6][C:5](/[CH:8]=[CH:9]/[C:10]([OH:12])=[O:11])=[C:4]([CH2:15][N:16]2[N:20]=[N:19][C:18]([CH3:21])=[N:17]2)[CH:3]=1, predict the reactants needed to synthesize it. The reactants are: [Cl:1][C:2]1[CH:7]=[CH:6][C:5](/[CH:8]=[CH:9]/[C:10]([O:12]CC)=[O:11])=[C:4]([CH2:15][N:16]2[N:20]=[N:19][C:18]([CH3:21])=[N:17]2)[CH:3]=1.[OH-].[Na+]. (4) Given the product [N:1]1([CH2:7][C@@H:9]2[CH2:18][C:17]3[C:12](=[CH:13][CH:14]=[CH:15][CH:16]=3)[CH2:11][N:10]2[C:19]([O:21][CH2:22][C:23]2[CH:28]=[CH:27][CH:26]=[CH:25][CH:24]=2)=[O:20])[CH2:6][CH2:5][O:4][CH2:3][CH2:2]1, predict the reactants needed to synthesize it. The reactants are: [N:1]1([C:7]([C@@H:9]2[CH2:18][C:17]3[C:12](=[CH:13][CH:14]=[CH:15][CH:16]=3)[CH2:11][N:10]2[C:19]([O:21][CH2:22][C:23]2[CH:28]=[CH:27][CH:26]=[CH:25][CH:24]=2)=[O:20])=O)[CH2:6][CH2:5][O:4][CH2:3][CH2:2]1.Cl.C([O-])(O)=O.[Na+]. (5) Given the product [NH:13]1[C:2]2[C:3](=[CH:6][C:7]([C:10]#[N:11])=[CH:8][CH:9]=2)[CH:4]=[N:14]1, predict the reactants needed to synthesize it. The reactants are: F[C:2]1[CH:9]=[CH:8][C:7]([C:10]#[N:11])=[CH:6][C:3]=1[CH:4]=O.O.[NH2:13][NH2:14]. (6) Given the product [CH3:1][C:2]([S@:5](/[N:7]=[C:10](/[C:12]1[CH:17]=[CH:16][C:15]([F:18])=[CH:14][CH:13]=1)\[C:9]([F:8])([F:20])[F:19])=[O:6])([CH3:4])[CH3:3], predict the reactants needed to synthesize it. The reactants are: [CH3:1][C:2]([S@:5]([NH2:7])=[O:6])([CH3:4])[CH3:3].[F:8][C:9]([F:20])([F:19])[C:10]([C:12]1[CH:17]=[CH:16][C:15]([F:18])=[CH:14][CH:13]=1)=O.[Na+].[Cl-].CCOC(C)=O. (7) Given the product [CH3:19][O:20][CH2:21][CH2:22][N:23]([CH3:31])[C:24]1[N:25]=[CH:26][C:27]([NH:30][C:12]([C:10]2[N:11]=[C:7]([C:1]3[CH:2]=[CH:3][CH:4]=[CH:5][CH:6]=3)[O:8][C:9]=2[C:15]([F:18])([F:17])[F:16])=[O:14])=[CH:28][N:29]=1, predict the reactants needed to synthesize it. The reactants are: [C:1]1([C:7]2[O:8][C:9]([C:15]([F:18])([F:17])[F:16])=[C:10]([C:12]([OH:14])=O)[N:11]=2)[CH:6]=[CH:5][CH:4]=[CH:3][CH:2]=1.[CH3:19][O:20][CH2:21][CH2:22][N:23]([CH3:31])[C:24]1[N:29]=[CH:28][C:27]([NH2:30])=[CH:26][N:25]=1.